Dataset: Catalyst prediction with 721,799 reactions and 888 catalyst types from USPTO. Task: Predict which catalyst facilitates the given reaction. (1) Reactant: C(OC([N:8]1[CH2:12][CH2:11][CH2:10][C@H:9]1[C:13](=[O:25])[NH:14][C:15]1[CH:16]=[CH:17][CH:18]=[C:19]2[C:24]=1[N:23]=[CH:22][CH:21]=[CH:20]2)=O)(C)(C)C.Cl.[OH-].[Na+]. Product: [N:23]1[C:24]2[C:19](=[CH:18][CH:17]=[CH:16][C:15]=2[NH:14][C:13]([C@@H:9]2[CH2:10][CH2:11][CH2:12][NH:8]2)=[O:25])[CH:20]=[CH:21][CH:22]=1. The catalyst class is: 12. (2) Reactant: [Cl:1][C:2]1[C:3]([NH2:8])=[N:4][NH:5][C:6]=1[CH3:7].C([O-])([O-])=O.[K+].[K+].Cl[CH2:16][C:17]([N:19]1[CH2:24][CH2:23][N:22]([C:25]2[CH:30]=[CH:29][C:28]([Cl:31])=[C:27]([O:32][CH3:33])[CH:26]=2)[CH2:21][CH2:20]1)=[O:18].CN(C=O)C. Product: [NH2:8][C:3]1[C:2]([Cl:1])=[C:6]([CH3:7])[N:5]([CH2:16][C:17]([N:19]2[CH2:20][CH2:21][N:22]([C:25]3[CH:30]=[CH:29][C:28]([Cl:31])=[C:27]([O:32][CH3:33])[CH:26]=3)[CH2:23][CH2:24]2)=[O:18])[N:4]=1. The catalyst class is: 195. (3) Reactant: [Cl:1][C:2]1[CH:32]=[CH:31][C:5]([C:6]([NH:8][C:9]2[N:13]([CH:14]3[CH2:19][CH2:18][CH2:17][N:16](C(OC(C)(C)C)=O)[CH2:15]3)[C:12]3[CH:27]=[CH:28][CH:29]=[CH:30][C:11]=3[N:10]=2)=[O:7])=[CH:4][CH:3]=1.Cl. Product: [ClH:1].[Cl:1][C:2]1[CH:32]=[CH:31][C:5]([C:6]([NH:8][C:9]2[N:13]([CH:14]3[CH2:19][CH2:18][CH2:17][NH:16][CH2:15]3)[C:12]3[CH:27]=[CH:28][CH:29]=[CH:30][C:11]=3[N:10]=2)=[O:7])=[CH:4][CH:3]=1. The catalyst class is: 12. (4) Reactant: O=[C:2]([C:5]1[CH:10]=[CH:9][CH:8]=[C:7]([O:11][C:12]([F:15])([F:14])[F:13])[CH:6]=1)[CH:3]=O.[NH2:16][C:17]1[C:25]([NH2:26])=[CH:24][CH:23]=[CH:22][C:18]=1[C:19]([OH:21])=[O:20]. Product: [F:13][C:12]([F:15])([F:14])[O:11][C:7]1[CH:6]=[C:5]([C:2]2[CH:3]=[N:26][C:25]3[CH:24]=[CH:23][CH:22]=[C:18]([C:19]([OH:21])=[O:20])[C:17]=3[N:16]=2)[CH:10]=[CH:9][CH:8]=1. The catalyst class is: 14. (5) Reactant: F[C:2]1([CH:10]=[C:9]([F:11])[C:8]([N+:12]([O-:14])=[O:13])=[CH:7][CH2:6]1)[C:3]([OH:5])=O.[NH2:15][CH:16]1[CH2:21][CH2:20][N:19]([CH3:22])[CH2:18][CH2:17]1.CN(C(ON1N=NC2C=CC=NC1=2)=[N+](C)C)C.[F:40][P-](F)(F)(F)(F)F.CCN(C(C)C)C(C)C. Product: [F:40][C:6]1[CH:7]=[C:8]([N+:12]([O-:14])=[O:13])[C:9]([F:11])=[CH:10][C:2]=1[C:3]([NH:15][CH:16]1[CH2:21][CH2:20][N:19]([CH3:22])[CH2:18][CH2:17]1)=[O:5]. The catalyst class is: 3. (6) Reactant: C(O[C:6]([N:8]1[CH2:13][CH2:12][C:11](=[C:14]([C:21]2[CH:26]=[CH:25][CH:24]=[CH:23][CH:22]=2)[C:15]2[N:16]=[CH:17][N:18]([CH3:20])[CH:19]=2)[CH2:10][CH2:9]1)=[O:7])(C)(C)C.C(O)(C(F)(F)F)=O.Cl.[CH3:35][O:36][C:37]1[CH:45]=[N:44][C:43]([N:46]2[CH:50]=[N:49][C:48]([CH3:51])=[N:47]2)=[C:42]2[C:38]=1[C:39]([C:52](=[O:56])C(O)=O)=[CH:40][NH:41]2.C(N(CC)CC)(C)C.C1N(P(Cl)(N2C(=O)OCC2)=O)C(=O)OC1. Product: [C:21]1([C:14](=[C:11]2[CH2:12][CH2:13][N:8]([C:6](=[O:7])[C:52]([C:39]3[C:38]4[C:42](=[C:43]([N:46]5[CH:50]=[N:49][C:48]([CH3:51])=[N:47]5)[N:44]=[CH:45][C:37]=4[O:36][CH3:35])[NH:41][CH:40]=3)=[O:56])[CH2:9][CH2:10]2)[C:15]2[N:16]=[CH:17][N:18]([CH3:20])[CH:19]=2)[CH:26]=[CH:25][CH:24]=[CH:23][CH:22]=1. The catalyst class is: 2.